Task: Predict the product of the given reaction.. Dataset: Forward reaction prediction with 1.9M reactions from USPTO patents (1976-2016) (1) Given the reactants [O:1]1[C:10]2[CH:9]=[C:8]([CH2:11][NH:12][CH2:13][CH:14]3[CH:19]([OH:20])[CH2:18][CH2:17][N:16]([CH2:21][CH2:22][N:23]4[C:32]5[C:27](=[CH:28][CH:29]=[C:30]([F:33])[CH:31]=5)[N:26]=[CH:25][C:24]4=[O:34])[CH2:15]3)[N:7]=[CH:6][C:5]=2[O:4][CH2:3][CH2:2]1.[C:35](O[C:35]([O:37][C:38]([CH3:41])([CH3:40])[CH3:39])=[O:36])([O:37][C:38]([CH3:41])([CH3:40])[CH3:39])=[O:36], predict the reaction product. The product is: [O:1]1[C:10]2[CH:9]=[C:8]([CH2:11][N:12]([CH2:13][CH:14]3[CH:19]([OH:20])[CH2:18][CH2:17][N:16]([CH2:21][CH2:22][N:23]4[C:32]5[C:27](=[CH:28][CH:29]=[C:30]([F:33])[CH:31]=5)[N:26]=[CH:25][C:24]4=[O:34])[CH2:15]3)[C:35](=[O:36])[O:37][C:38]([CH3:41])([CH3:40])[CH3:39])[N:7]=[CH:6][C:5]=2[O:4][CH2:3][CH2:2]1. (2) The product is: [C:22]([O:26][C:27]([N:29]1[CH2:34][CH2:33][N:32]([C:4](=[O:21])[CH2:5][C:6]2[N:7]=[C:8]([NH:11][C:12](=[O:20])[C:13]3[CH:14]=[CH:15][C:16]([Cl:19])=[CH:17][CH:18]=3)[S:9][CH:10]=2)[CH2:31][CH2:30]1)=[O:28])([CH3:25])([CH3:23])[CH3:24]. Given the reactants C(O[C:4](=[O:21])[CH2:5][C:6]1[N:7]=[C:8]([NH:11][C:12](=[O:20])[C:13]2[CH:18]=[CH:17][C:16]([Cl:19])=[CH:15][CH:14]=2)[S:9][CH:10]=1)C.[C:22]([O:26][C:27]([N:29]1[CH2:34][CH2:33][NH:32][CH2:31][CH2:30]1)=[O:28])([CH3:25])([CH3:24])[CH3:23], predict the reaction product.